From a dataset of Forward reaction prediction with 1.9M reactions from USPTO patents (1976-2016). Predict the product of the given reaction. (1) The product is: [C:1]([O:20][N:22]1[C:26](=[O:27])[CH2:25][CH2:24][C:23]1=[O:28])(=[O:19])[CH2:2][CH2:3][CH2:4][CH2:5][CH2:6][CH2:7][CH3:8]. Given the reactants [C:1]([OH:20])(=[O:19])[CH2:2][CH2:3][CH2:4][CH2:5][CH2:6][CH2:7][CH2:8]CCCCCCCCCC.O[N:22]1[C:26](=[O:27])[CH2:25][CH2:24][C:23]1=[O:28].C1(N=C=NC2CCCCC2)CCCCC1, predict the reaction product. (2) Given the reactants [F:1][CH:2]([F:25])[O:3][CH2:4][C@@H:5]([O:7][C:8]1[CH:9]=[C:10]([CH:21]=[C:22]([OH:24])[CH:23]=1)[C:11]([NH:13][C:14]1[CH:19]=[N:18][C:17]([CH3:20])=[CH:16][N:15]=1)=[O:12])[CH3:6].Cl[C:27]1[N:28]=[CH:29][C:30]([C:33]([N:35]([CH3:37])[CH3:36])=[O:34])=[N:31][CH:32]=1.C(=O)([O-])[O-].[K+].[K+].C(OCC)(=O)C, predict the reaction product. The product is: [F:25][CH:2]([F:1])[O:3][CH2:4][C@@H:5]([O:7][C:8]1[CH:23]=[C:22]([CH:21]=[C:10]([C:11](=[O:12])[NH:13][C:14]2[CH:19]=[N:18][C:17]([CH3:20])=[CH:16][N:15]=2)[CH:9]=1)[O:24][C:27]1[N:28]=[CH:29][C:30]([C:33]([N:35]([CH3:37])[CH3:36])=[O:34])=[N:31][CH:32]=1)[CH3:6]. (3) Given the reactants COC1C=CC(C[N:8]2[C:12]3=[N:13][CH:14]=[C:15]([C:17]4[CH:18]=[C:19]([NH:23][C:24](=[O:27])[CH:25]=[CH2:26])[CH:20]=[CH:21][CH:22]=4)[CH:16]=[C:11]3[C:10]([CH3:28])=[N:9]2)=CC=1.FC(F)(F)C(O)=O, predict the reaction product. The product is: [CH3:28][C:10]1[C:11]2[C:12](=[N:13][CH:14]=[C:15]([C:17]3[CH:18]=[C:19]([NH:23][C:24](=[O:27])[CH:25]=[CH2:26])[CH:20]=[CH:21][CH:22]=3)[CH:16]=2)[NH:8][N:9]=1. (4) Given the reactants [Cl:1][C:2]1[C:3]([F:11])=[C:4]([C:8](=O)[CH3:9])[CH:5]=[CH:6][CH:7]=1.[O:12]1[CH2:17][CH2:16][N:15]([S:18]([C:21]2[CH:22]=[C:23]([CH:28]=[CH:29][CH:30]=2)[C:24]([NH:26][NH2:27])=[O:25])(=[O:20])=[O:19])[CH2:14][CH2:13]1, predict the reaction product. The product is: [Cl:1][C:2]1[C:3]([F:11])=[C:4](/[C:8](=[N:27]/[NH:26][C:24](=[O:25])[C:23]2[CH:28]=[CH:29][CH:30]=[C:21]([S:18]([N:15]3[CH2:16][CH2:17][O:12][CH2:13][CH2:14]3)(=[O:19])=[O:20])[CH:22]=2)/[CH3:9])[CH:5]=[CH:6][CH:7]=1. (5) Given the reactants I[C:2]1[CH:8]=[CH:7][CH:6]=[CH:5][C:3]=1[NH2:4].C([Sn](CCCC)(CCCC)[C:14]1[O:15][CH:16]=[CH:17][N:18]=1)CCC, predict the reaction product. The product is: [O:15]1[CH:16]=[CH:17][N:18]=[C:14]1[C:2]1[CH:8]=[CH:7][CH:6]=[CH:5][C:3]=1[NH2:4]. (6) Given the reactants [O:1]1[CH2:6][CH2:5][CH2:4][O:3][CH:2]1[C:7]1[C:16]2[C:11](=[CH:12][CH:13]=[CH:14][CH:15]=2)[CH:10]=[C:9]([C:17](N(OC)C)=[O:18])[CH:8]=1.[CH:23]1([Mg]Br)[CH2:25][CH2:24]1.[Cl-].[NH4+], predict the reaction product. The product is: [CH:23]1([C:17]([C:9]2[CH:8]=[C:7]([CH:2]3[O:3][CH2:4][CH2:5][CH2:6][O:1]3)[C:16]3[C:11](=[CH:12][CH:13]=[CH:14][CH:15]=3)[CH:10]=2)=[O:18])[CH2:25][CH2:24]1.